This data is from Forward reaction prediction with 1.9M reactions from USPTO patents (1976-2016). The task is: Predict the product of the given reaction. (1) Given the reactants Cl[C:2]1[N:3]=[C:4]([N:13]2[CH2:18][CH2:17][O:16][CH2:15][CH2:14]2)[C:5]2[S:10][C:9]([CH:11]=[O:12])=[N:8][C:6]=2[N:7]=1.CC1(C)C(C)(C)OB([C:27]2[CH:35]=[CH:34][CH:33]=[C:32]3[C:28]=2[CH:29]=[N:30][NH:31]3)O1.C(=O)([O-])[O-].[Na+].[Na+].C(O)C, predict the reaction product. The product is: [NH:31]1[C:32]2[C:28](=[C:27]([C:2]3[N:3]=[C:4]([N:13]4[CH2:18][CH2:17][O:16][CH2:15][CH2:14]4)[C:5]4[S:10][C:9]([CH:11]=[O:12])=[N:8][C:6]=4[N:7]=3)[CH:35]=[CH:34][CH:33]=2)[CH:29]=[N:30]1. (2) Given the reactants Cl[C:2]1[N:9]=[C:8]([CH3:10])[C:7]([N+:11]([O-:13])=[O:12])=[CH:6][C:3]=1[C:4]#[N:5].[O-:14][CH2:15][CH3:16].[Na+], predict the reaction product. The product is: [CH2:15]([O:14][C:2]1[N:9]=[C:8]([CH3:10])[C:7]([N+:11]([O-:13])=[O:12])=[CH:6][C:3]=1[C:4]#[N:5])[CH3:16]. (3) Given the reactants [Cl:1][C:2]1[CH:7]=[CH:6][C:5]([C:8]2[CH:13]=[N:12][NH:11][C:10](=[O:14])[C:9]=2[C:15]2[CH:22]=[CH:21][C:18]([C:19]#[N:20])=[CH:17][CH:16]=2)=[CH:4][CH:3]=1.O[Li].O.[Br:26]Br.[Li+].[OH-].[OH-].[Na+], predict the reaction product. The product is: [Br:26][C:13]1[C:8]([C:5]2[CH:4]=[CH:3][C:2]([Cl:1])=[CH:7][CH:6]=2)=[C:9]([C:15]2[CH:16]=[CH:17][C:18]([C:19]#[N:20])=[CH:21][CH:22]=2)[C:10](=[O:14])[NH:11][N:12]=1. (4) The product is: [Br:1][C:2]1[C:6](=[CH:7][Br:8])[O:5][C:4](=[O:9])[C:3]=1[C:10](=[O:14])[CH2:11][CH2:12][CH3:13]. Given the reactants [Br:1][C:2]1[C:6](=[CH:7][Br:8])[O:5][C:4](=[O:9])[C:3]=1[CH:10]([OH:14])[CH2:11][CH2:12][CH3:13].CC(C)=O.OS(O)(=O)=O.O=[Cr](=O)=O, predict the reaction product. (5) The product is: [NH2:14][C:15]1[CH:32]=[CH:31][C:18]2[NH:19][C:20]([C:22]3[CH:23]=[CH:24][C:25]([C:26]([NH:11][C:10]4[CH:12]=[CH:13][C:7]([N:4]5[CH2:3][CH2:2][O:1][CH2:6][CH2:5]5)=[CH:8][CH:9]=4)=[O:27])=[CH:29][CH:30]=3)=[N:21][C:17]=2[CH:16]=1. Given the reactants [O:1]1[CH2:6][CH2:5][N:4]([C:7]2[CH:13]=[CH:12][C:10]([NH2:11])=[CH:9][CH:8]=2)[CH2:3][CH2:2]1.[NH2:14][C:15]1[CH:32]=[CH:31][C:18]2[NH:19][C:20]([C:22]3[CH:30]=[CH:29][C:25]([C:26]([O-])=[O:27])=[CH:24][CH:23]=3)=[N:21][C:17]=2[CH:16]=1, predict the reaction product. (6) Given the reactants [S:1]1[CH:5]=[C:4]([CH2:6][C@@H:7]([NH:11][C:12]([O:14][C:15]([CH3:18])([CH3:17])[CH3:16])=[O:13])[C:8]([OH:10])=[O:9])[C:3]2[CH:19]=[CH:20][CH:21]=[CH:22][C:2]1=2.CI.[H-].[Na+].[C:27](OCC)(=O)C, predict the reaction product. The product is: [S:1]1[CH:5]=[C:4]([CH2:6][C@@H:7]([N:11]([C:12]([O:14][C:15]([CH3:17])([CH3:18])[CH3:16])=[O:13])[CH3:27])[C:8]([OH:10])=[O:9])[C:3]2[CH:19]=[CH:20][CH:21]=[CH:22][C:2]1=2.